From a dataset of Forward reaction prediction with 1.9M reactions from USPTO patents (1976-2016). Predict the product of the given reaction. (1) Given the reactants [F:1][CH:2]([F:29])[O:3][C:4]1[CH:9]=[CH:8][C:7]([CH:10]2[CH2:15][N:14]([C:16]([N:18]3[CH2:23][CH2:22][S:21](=[O:25])(=[O:24])[CH2:20][CH2:19]3)=[O:17])[CH2:13][CH:12]([C:26](O)=[O:27])[CH2:11]2)=[CH:6][CH:5]=1.O[N:31]=[C:32]([O:34][CH2:35][CH3:36])[NH2:33].CN(C(ON1N=NC2C=CC=NC1=2)=[N+](C)C)C.F[P-](F)(F)(F)(F)F.C(N(CC)C(C)C)(C)C, predict the reaction product. The product is: [F:1][CH:2]([F:29])[O:3][C:4]1[CH:5]=[CH:6][C:7]([CH:10]2[CH2:11][CH:12]([C:26]3[O:27][N:33]=[C:32]([O:34][CH2:35][CH3:36])[N:31]=3)[CH2:13][N:14]([C:16]([N:18]3[CH2:19][CH2:20][S:21](=[O:25])(=[O:24])[CH2:22][CH2:23]3)=[O:17])[CH2:15]2)=[CH:8][CH:9]=1. (2) Given the reactants FC(F)(F)C(O)=O.[N:8]([C:11]1[CH:77]=[CH:76][CH:75]=[CH:74][C:12]=1[CH2:13][O:14][C:15]([NH:17][CH2:18][CH2:19][CH2:20][C@@H:21]([NH:66]C(OC(C)(C)C)=O)[C:22]([O:24][C@H:25]1[C@@H:29]([OH:30])[C@H:28]([N:31]2[CH:39]=[N:38][C:37]3[C:32]2=[N:33][CH:34]=[N:35][C:36]=3[NH2:40])[O:27][C@H:26]1[CH2:41][O:42][P:43]([O:46][C@H:47]1[CH2:51][C@H:50]([N:52]2[CH:57]=[CH:56][C:55]([NH2:58])=[N:54][C:53]2=[O:59])[O:49][C@@H:48]1[CH2:60][O:61][P:62]([OH:65])([OH:64])=[O:63])([OH:45])=[O:44])=[O:23])=[O:16])=[N+:9]=[N-:10], predict the reaction product. The product is: [NH2:66][C@H:21]([CH2:20][CH2:19][CH2:18][NH:17][C:15]([O:14][CH2:13][C:12]1[CH:74]=[CH:75][CH:76]=[CH:77][C:11]=1[N:8]=[N+:9]=[N-:10])=[O:16])[C:22]([O:24][C@H:25]1[C@@H:29]([OH:30])[C@H:28]([N:31]2[CH:39]=[N:38][C:37]3[C:32]2=[N:33][CH:34]=[N:35][C:36]=3[NH2:40])[O:27][C@H:26]1[CH2:41][O:42][P:43]([O:46][C@H:47]1[CH2:51][C@H:50]([N:52]2[CH:57]=[CH:56][C:55]([NH2:58])=[N:54][C:53]2=[O:59])[O:49][C@@H:48]1[CH2:60][O:61][P:62]([OH:65])([OH:64])=[O:63])([OH:45])=[O:44])=[O:23]. (3) Given the reactants [Cl:1][C:2]1[CH:3]=[C:4]([Mg]Cl)[CH:5]=[CH:6][CH:7]=1.CON(C)[C:13]([C@@H:15]1[CH2:20][CH2:19][CH2:18][N:17]([C:21]([O:23][C:24]([CH3:27])([CH3:26])[CH3:25])=[O:22])[CH2:16]1)=[O:14], predict the reaction product. The product is: [C:24]([O:23][C:21]([N:17]1[CH2:18][CH2:19][CH2:20][C@@H:15]([C:13](=[O:14])[C:4]2[CH:5]=[CH:6][CH:7]=[C:2]([Cl:1])[CH:3]=2)[CH2:16]1)=[O:22])([CH3:27])([CH3:26])[CH3:25]. (4) Given the reactants [Cl:1][C:2]1[CH:3]=[C:4]([NH:8][C:9](=[O:30])[CH:10]([C:21]2[CH:29]=[CH:28][C:24]([C:25]([OH:27])=O)=[CH:23][CH:22]=2)[C:11]([NH:13][C:14]2[CH:19]=[CH:18][CH:17]=[C:16]([Cl:20])[CH:15]=2)=[O:12])[CH:5]=[CH:6][CH:7]=1.CCN=C=NCCCN(C)C.[CH:42]1[CH:43]=[CH:44][C:45]2[N:50](O)N=[N:48][C:46]=2[CH:47]=1.C1(N)C=CC=CC=1N, predict the reaction product. The product is: [NH2:48][C:46]1[CH:47]=[CH:42][CH:43]=[CH:44][C:45]=1[NH:50][C:25]([C:24]1[CH:23]=[CH:22][C:21]([CH:10]([C:11]([NH:13][C:14]2[CH:19]=[CH:18][CH:17]=[C:16]([Cl:20])[CH:15]=2)=[O:12])[C:9]([NH:8][C:4]2[CH:5]=[CH:6][CH:7]=[C:2]([Cl:1])[CH:3]=2)=[O:30])=[CH:29][CH:28]=1)=[O:27]. (5) Given the reactants [Br:1][C:2]1[CH:11]=[C:10]2[C:5]([CH:6]=[CH:7][CH:8]=[N:9]2)=[C:4]([O:12]C)[CH:3]=1.Br.N, predict the reaction product. The product is: [OH:12][C:4]1[CH:3]=[C:2]([Br:1])[CH:11]=[C:10]2[C:5]=1[CH:6]=[CH:7][CH:8]=[N:9]2. (6) Given the reactants [H-].[Na+].F[C:4]1[N:12]=[C:11]2[C:7]([N:8]=[CH:9][N:10]2[CH2:13][CH2:14][C:15]2[CH:20]=[CH:19][CH:18]=[C:17]([OH:21])[CH:16]=2)=[C:6]([NH:22][C:23]2[CH:28]=[CH:27][C:26]([C:29]([P:33](=[O:36])([OH:35])[OH:34])([OH:32])[PH2:30]=[O:31])=[CH:25][CH:24]=2)[N:5]=1.[CH2:37]([OH:39])[CH3:38], predict the reaction product. The product is: [CH2:37]([O:39][C:4]1[N:12]=[C:11]2[C:7]([N:8]=[CH:9][N:10]2[CH2:13][CH2:14][C:15]2[CH:20]=[CH:19][CH:18]=[C:17]([OH:21])[CH:16]=2)=[C:6]([NH:22][C:23]2[CH:28]=[CH:27][C:26]([C:29]([P:33](=[O:36])([OH:35])[OH:34])([OH:32])[PH2:30]=[O:31])=[CH:25][CH:24]=2)[N:5]=1)[CH3:38]. (7) Given the reactants [OH:1][C@H:2]([CH3:12])[CH2:3][NH:4][C:5](=[O:11])[O:6][C:7]([CH3:10])([CH3:9])[CH3:8].[H-].[Na+].[CH3:15]I, predict the reaction product. The product is: [CH3:15][O:1][C@H:2]([CH3:12])[CH2:3][NH:4][C:5](=[O:11])[O:6][C:7]([CH3:8])([CH3:10])[CH3:9]. (8) Given the reactants [CH3:1][O:2][C:3]1[CH:24]=[C:23]([O:25][CH3:26])[CH:22]=[CH:21][C:4]=1[C:5]([NH:7][C:8]1[CH:13]=[CH:12][C:11]([O:14]C2CCCCO2)=[CH:10][CH:9]=1)=[O:6].O.C1(C)C=CC(S(O)(=O)=O)=CC=1, predict the reaction product. The product is: [OH:14][C:11]1[CH:12]=[CH:13][C:8]([NH:7][C:5](=[O:6])[C:4]2[CH:21]=[CH:22][C:23]([O:25][CH3:26])=[CH:24][C:3]=2[O:2][CH3:1])=[CH:9][CH:10]=1. (9) Given the reactants P([O-])([O-])([O-])=[O:2].[K+].[K+].[K+].[CH3:9][CH2:10][CH2:11][CH2:12][CH2:13]/[CH:14]=[CH:15]\[CH2:16]/[CH:17]=[CH:18]\[CH:19]=[CH:20]\[CH:21]=[CH:22]\[C@@H:23]1[O:25][C@H:24]1[CH2:26][CH2:27][CH2:28][C:29]([OH:31])=[O:30], predict the reaction product. The product is: [CH3:9][CH2:10][CH2:11][CH2:12][CH2:13]/[CH:14]=[CH:15]\[CH2:16][C@@H:17]([OH:2])/[CH:18]=[CH:19]/[CH:20]=[CH:21]/[CH:22]=[CH:23]\[C@@H:24]([OH:25])[CH2:26][CH2:27][CH2:28][C:29]([OH:31])=[O:30].